This data is from Forward reaction prediction with 1.9M reactions from USPTO patents (1976-2016). The task is: Predict the product of the given reaction. (1) Given the reactants Br[C:2]1[CH:3]=[C:4]([CH3:28])[C:5]2[N:9]=[C:8]([O:10][CH2:11][CH3:12])[N:7]([CH2:13][C:14]3[CH:19]=[CH:18][C:17]([O:20][CH2:21][CH2:22][CH2:23][CH2:24][CH3:25])=[CH:16][C:15]=3[Cl:26])[C:6]=2[CH:27]=1.[C:29]([C:32]1[CH:37]=[CH:36][C:35](B(O)O)=[CH:34][CH:33]=1)([OH:31])=[O:30].C1(P(C2C=CC=CC=2)C2C=CC=CC=2)C=CC=CC=1.C([O-])([O-])=O.[K+].[K+], predict the reaction product. The product is: [Cl:26][C:15]1[CH:16]=[C:17]([O:20][CH2:21][CH2:22][CH2:23][CH2:24][CH3:25])[CH:18]=[CH:19][C:14]=1[CH2:13][N:7]1[C:6]2[CH:27]=[C:2]([C:35]3[CH:36]=[CH:37][C:32]([C:29]([OH:31])=[O:30])=[CH:33][CH:34]=3)[CH:3]=[C:4]([CH3:28])[C:5]=2[N:9]=[C:8]1[O:10][CH2:11][CH3:12]. (2) Given the reactants [NH2:1][CH:2]([C:7]1[CH:12]=[CH:11][CH:10]=[CH:9][C:8]=1[O:13][CH2:14][C:15]1[CH:20]=[CH:19][CH:18]=[C:17]([Cl:21])[CH:16]=1)[C:3]([O:5][CH3:6])=[O:4].CCN(C(C)C)C(C)C.[C:31](O)(=[O:33])[CH3:32].CCCP(=O)=O.C([O-])(O)=O.[Na+], predict the reaction product. The product is: [C:31]([NH:1][CH:2]([C:7]1[CH:12]=[CH:11][CH:10]=[CH:9][C:8]=1[O:13][CH2:14][C:15]1[CH:20]=[CH:19][CH:18]=[C:17]([Cl:21])[CH:16]=1)[C:3]([O:5][CH3:6])=[O:4])(=[O:33])[CH3:32]. (3) Given the reactants [Ca].[C:2]1([C@H:12]([NH:14][C@H:15]2[CH2:19][CH2:18][N:17]([C:20]3[N:25]=[CH:24][CH:23]=[CH:22][N:21]=3)[CH2:16]2)[CH3:13])[C:11]2[C:6](=[CH:7][CH:8]=[CH:9][CH:10]=2)[CH:5]=[CH:4][CH:3]=1.[ClH:26], predict the reaction product. The product is: [ClH:26].[ClH:26].[C:2]1([C@H:12]([NH:14][C@H:15]2[CH2:19][CH2:18][N:17]([C:20]3[N:21]=[CH:22][CH:23]=[CH:24][N:25]=3)[CH2:16]2)[CH3:13])[C:11]2[C:6](=[CH:7][CH:8]=[CH:9][CH:10]=2)[CH:5]=[CH:4][CH:3]=1. (4) Given the reactants [Cl:1][C:2]1[CH:7]=[CH:6][C:5]([O:8][CH3:9])=[CH:4][C:3]=1[C:10]([F:13])([F:12])[F:11].[I:14]I, predict the reaction product. The product is: [Cl:1][C:2]1[CH:7]=[C:6]([I:14])[C:5]([O:8][CH3:9])=[CH:4][C:3]=1[C:10]([F:11])([F:12])[F:13].